Dataset: Reaction yield outcomes from USPTO patents with 853,638 reactions. Task: Predict the reaction yield, written as a fraction of the theoretical maximum amount of product (1.0 means a 100% yield; for example, 0.34 means a 34% yield). (1) The reactants are C([NH:4][C:5]1[CH:13]=[C:12]([C:14]([F:17])([F:16])[F:15])[C:11]([N+:18]([O-:20])=[O:19])=[CH:10][C:6]=1[C:7]([OH:9])=[O:8])(=O)C.OS(O)(=O)=O.[OH-].[Na+]. The catalyst is CO.O. The product is [NH2:4][C:5]1[CH:13]=[C:12]([C:14]([F:17])([F:16])[F:15])[C:11]([N+:18]([O-:20])=[O:19])=[CH:10][C:6]=1[C:7]([OH:9])=[O:8]. The yield is 0.670. (2) The reactants are [C:1]1([S:7]([N:10]2[C:14]3[N:15]=[C:16]([C:20]4[CH:25]=[CH:24][CH:23]=[CH:22][CH:21]=4)[N:17]=[C:18](Cl)[C:13]=3[CH:12]=[C:11]2[C:26]([O-:28])=[O:27])(=[O:9])=[O:8])[CH:6]=[CH:5][CH:4]=[CH:3][CH:2]=1.[Li+].[OH:30][CH:31](O)[CH2:32][CH2:33][NH2:34].Cl.CS(C)=[O:39]. The catalyst is O. The product is [C:1]1([S:7]([N:10]2[C:14]3[N:15]=[C:16]([C:20]4[CH:25]=[CH:24][CH:23]=[CH:22][CH:21]=4)[N:17]=[C:18]([NH:34][CH2:33][C@H:32]([OH:39])[CH2:31][OH:30])[C:13]=3[CH:12]=[C:11]2[C:26]([OH:28])=[O:27])(=[O:9])=[O:8])[CH:6]=[CH:5][CH:4]=[CH:3][CH:2]=1. The yield is 0.930.